This data is from Forward reaction prediction with 1.9M reactions from USPTO patents (1976-2016). The task is: Predict the product of the given reaction. Given the reactants COC[N:4]1[C:8]2[CH:9]=[CH:10][C:11]([CH:13]([C:15]3[S:16][CH:17]=[C:18]([C:20]4[CH:25]=[CH:24][C:23]([CH2:26][CH2:27][C:28]([CH3:37])([O:30]C5CCCCO5)[CH3:29])=[CH:22][N:21]=4)[N:19]=3)[CH3:14])=[CH:12][C:7]=2[S:6][C:5]1=[O:38].FC(F)(F)C(O)=O, predict the reaction product. The product is: [OH:30][C:28]([CH3:29])([CH3:37])[CH2:27][CH2:26][C:23]1[CH:24]=[CH:25][C:20]([C:18]2[N:19]=[C:15]([CH:13]([C:11]3[CH:10]=[CH:9][C:8]4[NH:4][C:5](=[O:38])[S:6][C:7]=4[CH:12]=3)[CH3:14])[S:16][CH:17]=2)=[N:21][CH:22]=1.